From a dataset of Peptide-MHC class II binding affinity with 134,281 pairs from IEDB. Regression. Given a peptide amino acid sequence and an MHC pseudo amino acid sequence, predict their binding affinity value. This is MHC class II binding data. (1) The peptide sequence is GTLQIVDKIDAAFKI. The MHC is DRB1_0101 with pseudo-sequence DRB1_0101. The binding affinity (normalized) is 0.485. (2) The peptide sequence is MGTVTTEVALGLVCA. The MHC is DRB1_0701 with pseudo-sequence DRB1_0701. The binding affinity (normalized) is 0.369. (3) The peptide sequence is DLVANQPNLKALREK. The MHC is DRB1_1501 with pseudo-sequence DRB1_1501. The binding affinity (normalized) is 0.522. (4) The peptide sequence is PRLLYAKSSPAYPSV. The MHC is HLA-DPA10103-DPB10201 with pseudo-sequence HLA-DPA10103-DPB10201. The binding affinity (normalized) is 0.228. (5) The peptide sequence is ALSVLVGLTAATVAI. The MHC is DRB3_0202 with pseudo-sequence DRB3_0202. The binding affinity (normalized) is 0.198. (6) The peptide sequence is DYGIKQINSR. The MHC is H-2-IEk with pseudo-sequence H-2-IEk. The binding affinity (normalized) is 0. (7) The peptide sequence is GARYLEFEALGFLNE. The MHC is DRB4_0101 with pseudo-sequence DRB4_0103. The binding affinity (normalized) is 0.488. (8) The peptide sequence is EIPSFRWTQSLRREL. The MHC is DRB1_0101 with pseudo-sequence DRB1_0101. The binding affinity (normalized) is 0.708. (9) The binding affinity (normalized) is 0.149. The MHC is DRB1_0302 with pseudo-sequence DRB1_0302. The peptide sequence is HIEIRNTRNLTYID. (10) The peptide sequence is GWPATEVMTAVGLMFAIV. The MHC is DRB1_1101 with pseudo-sequence DRB1_1101. The binding affinity (normalized) is 0.0806.